This data is from Forward reaction prediction with 1.9M reactions from USPTO patents (1976-2016). The task is: Predict the product of the given reaction. (1) Given the reactants [CH:1]([S:4][C:5]1[CH:12]=[CH:11][C:8]([CH:9]=O)=[CH:7][CH:6]=1)([CH3:3])[CH3:2].[NH2:13][C:14]1[N:15]=[N:16][C:17]([CH3:20])=[CH:18][CH:19]=1.C([O:23][C:24](=O)[C:25]([OH:38])=[CH:26][C:27]([C:29]1[CH:34]=[CH:33][C:32]([CH:35]([CH3:37])[CH3:36])=[CH:31][CH:30]=1)=[O:28])C, predict the reaction product. The product is: [OH:38][C:25]1[C:24](=[O:23])[N:13]([C:14]2[N:15]=[N:16][C:17]([CH3:20])=[CH:18][CH:19]=2)[CH:9]([C:8]2[CH:11]=[CH:12][C:5]([S:4][CH:1]([CH3:3])[CH3:2])=[CH:6][CH:7]=2)[C:26]=1[C:27](=[O:28])[C:29]1[CH:34]=[CH:33][C:32]([CH:35]([CH3:37])[CH3:36])=[CH:31][CH:30]=1. (2) Given the reactants [CH3:1][O:2][C:3]1[C:4]2[N:5]([N:15]=[CH:16][C:17]=2[C:18]#[C:19][CH:20]2[CH2:23][N:22](C(OC(C)(C)C)=O)[CH2:21]2)[CH:6]=[C:7]([C:9]2[CH:10]=[N:11][N:12]([CH3:14])[CH:13]=2)[CH:8]=1.[F:31][C:32]([F:37])([F:36])[C:33](O)=[O:34].C(OCC)(=[O:40])C, predict the reaction product. The product is: [CH3:1][O:2][C:3]1[C:4]2[N:5]([N:15]=[CH:16][C:17]=2[C:18](=[O:40])[CH2:19][CH:20]2[CH2:23][N:22]([C:33](=[O:34])[C:32]([F:37])([F:36])[F:31])[CH2:21]2)[CH:6]=[C:7]([C:9]2[CH:10]=[N:11][N:12]([CH3:14])[CH:13]=2)[CH:8]=1.